Task: Predict the reaction yield, written as a fraction of the theoretical maximum amount of product (1.0 means a 100% yield; for example, 0.34 means a 34% yield).. Dataset: Reaction yield outcomes from USPTO patents with 853,638 reactions (1) The reactants are [C:1]([C:5]1[O:9][N:8]=[C:7]([NH:10][C:11]([NH:13][C:14]2[CH:19]=[CH:18][CH:17]=[C:16]([S:20][C:21]3[C:30]4[C:25](=[CH:26][C:27]([O:41][CH3:42])=[C:28]([O:31][CH2:32][CH2:33][CH2:34][N:35]5[CH2:40][CH2:39]C[CH2:37][CH2:36]5)[CH:29]=4)[N:24]=[CH:23][N:22]=3)[CH:15]=2)=[O:12])[CH:6]=1)([CH3:4])([CH3:3])[CH3:2].N1CC[S:46](=[O:50])(=[O:49])CC1. No catalyst specified. The product is [C:1]([C:5]1[O:9][N:8]=[C:7]([NH:10][C:11]([NH:13][C:14]2[CH:19]=[CH:18][CH:17]=[C:16]([S:20][C:21]3[C:30]4[C:25](=[CH:26][C:27]([O:41][CH3:42])=[C:28]([O:31][CH2:32][CH2:33][CH2:34][N:35]5[CH2:40][CH2:39][S:46](=[O:50])(=[O:49])[CH2:37][CH2:36]5)[CH:29]=4)[N:24]=[CH:23][N:22]=3)[CH:15]=2)=[O:12])[CH:6]=1)([CH3:4])([CH3:3])[CH3:2]. The yield is 0.230. (2) The reactants are [F:1][C:2]1[CH:7]=[CH:6][C:5]([CH:8]([C:10]2[N:11]=[C:12]([NH:19][C:20]3[CH:24]=[C:23]([CH3:25])[NH:22][N:21]=3)[C:13]3[S:18][CH:17]=[CH:16][C:14]=3[N:15]=2)[OH:9])=[CH:4][CH:3]=1.P(Br)(Br)Br.[CH2:30](Cl)Cl. The catalyst is ClCCCl. The product is [F:1][C:2]1[CH:7]=[CH:6][C:5]([CH:8]([O:9][CH3:30])[C:10]2[N:11]=[C:12]([NH:19][C:20]3[CH:24]=[C:23]([CH3:25])[NH:22][N:21]=3)[C:13]3[S:18][CH:17]=[CH:16][C:14]=3[N:15]=2)=[CH:4][CH:3]=1. The yield is 0.0300. (3) The reactants are [F:1][C:2]1[CH:3]=[C:4]([CH:8]=[CH:9][C:10]=1[N+:11]([O-:13])=[O:12])[C:5](O)=[O:6].CCN=C=NCCCN(C)C.CN1CCOCC1.Cl.[CH3:33][O:34][NH:35][CH3:36]. The catalyst is Cl.C(Cl)Cl. The product is [F:1][C:2]1[CH:3]=[C:4]([CH:8]=[CH:9][C:10]=1[N+:11]([O-:13])=[O:12])[C:5]([N:35]([O:34][CH3:33])[CH3:36])=[O:6]. The yield is 0.830. (4) The reactants are [H-].[Na+].[C:3]([C:6]1[C:14]2[C:9](=[N:10][C:11]([Br:17])=[CH:12][C:13]=2[O:15][CH3:16])[NH:8][CH:7]=1)(=[O:5])[CH3:4].[CH2:18]([O:20][CH2:21]Cl)[CH3:19]. The catalyst is CN(C=O)C.O.CCOC(C)=O. The product is [C:3]([C:6]1[C:14]2[C:9](=[N:10][C:11]([Br:17])=[CH:12][C:13]=2[O:15][CH3:16])[N:8]([CH2:21][O:20][CH2:18][CH3:19])[CH:7]=1)(=[O:5])[CH3:4]. The yield is 0.580. (5) The reactants are [Cl:1][C:2]1[CH:7]=[CH:6][CH:5]=[C:4]([F:8])[C:3]=1[C:9]1[S:10][CH:11]=[C:12](/[CH:14]=[CH:15]/[C:16]([OH:18])=O)[N:13]=1.C(Cl)(=O)C([Cl:22])=O. The catalyst is C(Cl)Cl.CN(C=O)C. The product is [Cl:1][C:2]1[CH:7]=[CH:6][CH:5]=[C:4]([F:8])[C:3]=1[C:9]1[S:10][CH:11]=[C:12](/[CH:14]=[CH:15]/[C:16]([Cl:22])=[O:18])[N:13]=1. The yield is 1.00.